Dataset: M1 muscarinic receptor agonist screen with 61,833 compounds. Task: Binary Classification. Given a drug SMILES string, predict its activity (active/inactive) in a high-throughput screening assay against a specified biological target. The drug is O1C23C(C(C1C=C3)C(OCC(C)C)=O)C(=O)N(C2)c1c(CC)cccc1. The result is 0 (inactive).